Predict the reactants needed to synthesize the given product. From a dataset of Full USPTO retrosynthesis dataset with 1.9M reactions from patents (1976-2016). (1) Given the product [O:1]1[C:5]2[CH:6]=[CH:7][C:8]([C:10]3[CH:11]=[C:12]([C:26](=[O:29])[CH2:27][CH3:28])[CH:13]=[C:14]([OH:16])[CH:15]=3)=[CH:9][C:4]=2[O:3][CH2:2]1, predict the reactants needed to synthesize it. The reactants are: [O:1]1[C:5]2[CH:6]=[CH:7][C:8]([C:10]3[CH:11]=[C:12]([C:26](=[O:29])[CH2:27][CH3:28])[CH:13]=[C:14]([O:16]CC4C=CC(OC)=CC=4)[CH:15]=3)=[CH:9][C:4]=2[O:3][CH2:2]1. (2) Given the product [CH3:8][N:9]([C:2]1[CH:7]=[CH:6][CH:5]=[CH:4][N:3]=1)[CH2:10][CH2:11][OH:12], predict the reactants needed to synthesize it. The reactants are: Cl[C:2]1[CH:7]=[CH:6][CH:5]=[CH:4][N:3]=1.[CH3:8][NH:9][CH2:10][CH2:11][OH:12]. (3) Given the product [Br:15][CH2:14][C:11]1[CH:12]=[CH:13][C:8]([C:5]2[N:6]=[N:7][N:3]([CH2:1][CH3:2])[N:4]=2)=[CH:9][CH:10]=1, predict the reactants needed to synthesize it. The reactants are: [CH2:1]([N:3]1[N:7]=[N:6][C:5]([C:8]2[CH:13]=[CH:12][C:11]([CH3:14])=[CH:10][CH:9]=2)=[N:4]1)[CH3:2].[Br:15]N1C(=O)CCC1=O. (4) Given the product [C:1]([O:5][C:6](=[O:7])[NH:8][CH2:9][C@H:10]1[CH2:11][CH2:12][C@H:13]([CH2:16][OH:17])[CH2:14][CH2:15]1)([CH3:4])([CH3:2])[CH3:3], predict the reactants needed to synthesize it. The reactants are: [C:1]([O:5][C:6]([NH:8][CH2:9][C@H:10]1[CH2:15][CH2:14][C@H:13]([C:16](O)=[O:17])[CH2:12][CH2:11]1)=[O:7])([CH3:4])([CH3:3])[CH3:2].C(N(CC)CC)C.ClC(OCC)=O.OS([O-])(=O)=O.[K+].[BH4-].[Na+]. (5) Given the product [C:30]([C:33]1[CH:38]=[CH:37][CH:36]=[CH:35][C:34]=1[O:29][CH:8]([C:5]1[CH:4]=[CH:3][C:2]([F:1])=[CH:7][CH:6]=1)[CH2:9][CH2:10][N:11]1[CH2:16][CH2:15][CH:14]([C:17]2[CH:18]=[C:19]([NH:23][C:24](=[O:28])[CH:25]([CH3:26])[CH3:27])[CH:20]=[CH:21][CH:22]=2)[CH2:13][CH2:12]1)(=[O:32])[CH3:31], predict the reactants needed to synthesize it. The reactants are: [F:1][C:2]1[CH:7]=[CH:6][C:5]([CH:8]([OH:29])[CH2:9][CH2:10][N:11]2[CH2:16][CH2:15][CH:14]([C:17]3[CH:18]=[C:19]([NH:23][C:24](=[O:28])[CH:25]([CH3:27])[CH3:26])[CH:20]=[CH:21][CH:22]=3)[CH2:13][CH2:12]2)=[CH:4][CH:3]=1.[C:30]([C:33]1[CH:38]=[CH:37][CH:36]=[CH:35][C:34]=1O)(=[O:32])[CH3:31]. (6) Given the product [C:1]([C:3]1[CH:4]=[C:5]([CH:6]=[CH:7][CH:8]=1)[O:9][CH2:11][CH2:12][N:13]([CH3:15])[CH3:14])#[CH:2], predict the reactants needed to synthesize it. The reactants are: [C:1]([C:3]1[CH:4]=[C:5]([OH:9])[CH:6]=[CH:7][CH:8]=1)#[CH:2].Cl[CH2:11][CH2:12][N:13]([CH3:15])[CH3:14].C(=O)([O-])[O-].[Cs+].[Cs+]. (7) Given the product [F:37][CH:2]([F:1])[O:3][C:4]1[CH:9]=[CH:8][C:7]([C:10]2[CH:11]=[N:12][C:13]([NH:16][C:17]3[CH:18]=[CH:19][C:20]([CH3:36])=[C:21]([CH:35]=3)[CH2:22][CH2:23][N:24]3[CH2:29][CH2:28][CH:27]([C:30]([OH:32])=[O:31])[CH2:26][CH2:25]3)=[N:14][CH:15]=2)=[CH:6][CH:5]=1, predict the reactants needed to synthesize it. The reactants are: [F:1][CH:2]([F:37])[O:3][C:4]1[CH:9]=[CH:8][C:7]([C:10]2[CH:11]=[N:12][C:13]([NH:16][C:17]3[CH:18]=[CH:19][C:20]([CH3:36])=[C:21]([CH:35]=3)[CH2:22][CH2:23][N:24]3[CH2:29][CH2:28][CH:27]([C:30]([O:32]CC)=[O:31])[CH2:26][CH2:25]3)=[N:14][CH:15]=2)=[CH:6][CH:5]=1.C1COCC1.[OH-].[Li+].Cl. (8) Given the product [O:1]=[C:2]([O-:14])[C@@H:3]([C@H:5]([C@@H:7]([C@@H:9]([C:11]([O-:13])=[O:12])[OH:10])[OH:8])[OH:6])[OH:4].[CH:24]([C@H:22]([OH:23])[C@H:21]1[O:27][C:16](=[O:15])[C@@H:17]([OH:18])[C@H:19]1[OH:20])=[O:26], predict the reactants needed to synthesize it. The reactants are: [O:1]=[C:2]([O-:14])[C@@H:3]([C@H:5]([C@@H:7]([C@@H:9]([C:11]([O-:13])=[O:12])[OH:10])[OH:8])[OH:6])[OH:4].[O:15]=[C:16]([O-:27])[C@@H:17]([C@H:19]([CH2:21][C:22]([C:24]([O-:26])=O)=[O:23])[OH:20])[OH:18]. (9) Given the product [C:11]([C:10]1[S:9][C:8]([NH:17][C:18]([C:20]2[CH:21]=[CH:22][N:23]=[CH:24][CH:25]=2)=[O:19])=[N:7][C:6]=1[C:2]1[O:1][CH:5]=[CH:4][CH:3]=1)(=[O:16])[C:31]1[CH:36]=[CH:35][CH:34]=[CH:33][CH:32]=1, predict the reactants needed to synthesize it. The reactants are: [O:1]1[CH:5]=[CH:4][CH:3]=[C:2]1[C:6]1[N:7]=[C:8]([NH:17][C:18]([C:20]2[CH:25]=[CH:24][N:23]=[CH:22][CH:21]=2)=[O:19])[S:9][C:10]=1[C:11](=[O:16])N(OC)C.C(OCC)C.[C:31]1([Mg]Br)[CH:36]=[CH:35][CH:34]=[CH:33][CH:32]=1.[Cl-].[NH4+]. (10) Given the product [C:1]([O:4][CH2:5][C:6]1[C:7]([N:21]2[CH2:32][CH2:31][N:30]3[C:23](=[CH:24][C:25]4[CH2:26][C:27]([CH3:34])([CH3:33])[CH2:28][C:29]=43)[C:22]2=[O:35])=[N:8][CH:9]=[CH:10][C:11]=1[C:37]1[CH:38]=[C:39]([NH:45][C:46]2[N:51]=[CH:50][C:49]([N:52]3[CH2:53][CH2:54][N:55]([C:58]([O:60][C:61]([CH3:64])([CH3:63])[CH3:62])=[O:59])[CH2:56][CH2:57]3)=[CH:48][CH:47]=2)[C:40](=[O:44])[N:41]([CH3:43])[CH:42]=1)(=[O:3])[CH3:2], predict the reactants needed to synthesize it. The reactants are: [C:1]([O:4][CH2:5][C:6]1[C:7]([N:21]2[CH2:32][CH2:31][N:30]3[C:23](=[CH:24][C:25]4[CH2:26][C:27]([CH3:34])([CH3:33])[CH2:28][C:29]=43)[C:22]2=[O:35])=[N:8][CH:9]=[CH:10][C:11]=1B1OC(C)(C)C(C)(C)O1)(=[O:3])[CH3:2].Br[C:37]1[CH:38]=[C:39]([NH:45][C:46]2[N:51]=[CH:50][C:49]([N:52]3[CH2:57][CH2:56][N:55]([C:58]([O:60][C:61]([CH3:64])([CH3:63])[CH3:62])=[O:59])[CH2:54][CH2:53]3)=[CH:48][CH:47]=2)[C:40](=[O:44])[N:41]([CH3:43])[CH:42]=1.[O-]P([O-])([O-])=O.[K+].[K+].[K+].C([O-])(=O)C.[Na+].